From a dataset of Catalyst prediction with 721,799 reactions and 888 catalyst types from USPTO. Predict which catalyst facilitates the given reaction. (1) Reactant: [NH2:1][C:2]1[S:3][CH:4]=[CH:5][C:6]=1[C:7]([C:9]1[CH:10]=[N:11][C:12]([O:15][CH3:16])=[CH:13][CH:14]=1)=[O:8].[Cl:17]N1C(=O)CCC1=O. Product: [NH2:1][C:2]1[S:3][C:4]([Cl:17])=[CH:5][C:6]=1[C:7]([C:9]1[CH:10]=[N:11][C:12]([O:15][CH3:16])=[CH:13][CH:14]=1)=[O:8]. The catalyst class is: 42. (2) Reactant: [C:1]([NH:4][C:5]1[CH:13]=[CH:12][C:8]([C:9]([OH:11])=O)=[CH:7][CH:6]=1)(=[O:3])[CH3:2].C(Cl)(=O)C(Cl)=O.[C:20]([O:24][C:25](=[O:43])[NH:26][C:27]1[CH:32]=[CH:31][C:30]([NH:33][C:34]2[S:35][C:36]([NH2:42])=[C:37]([C:39](=[O:41])[NH2:40])[N:38]=2)=[CH:29][CH:28]=1)([CH3:23])([CH3:22])[CH3:21]. Product: [C:20]([O:24][C:25](=[O:43])[NH:26][C:27]1[CH:28]=[CH:29][C:30]([NH:33][C:34]2[S:35][C:36]([NH:42][C:9](=[O:11])[C:8]3[CH:7]=[CH:6][C:5]([NH:4][C:1](=[O:3])[CH3:2])=[CH:13][CH:12]=3)=[C:37]([C:39](=[O:41])[NH2:40])[N:38]=2)=[CH:31][CH:32]=1)([CH3:23])([CH3:21])[CH3:22]. The catalyst class is: 859. (3) Reactant: [NH2:1][C:2]1[CH:3]=[C:4]([CH:10]=[CH:11][C:12]=1[NH:13][CH:14]1[CH2:19][CH2:18][CH2:17][CH2:16][CH2:15]1)[C:5]([O:7][CH2:8][CH3:9])=[O:6].Cl.[OH:21][C:22]1[CH:31]=[CH:30][C:25]([C:26](=N)OC)=[CH:24][CH:23]=1. Product: [CH:14]1([N:13]2[C:12]3[CH:11]=[CH:10][C:4]([C:5]([O:7][CH2:8][CH3:9])=[O:6])=[CH:3][C:2]=3[N:1]=[C:26]2[C:25]2[CH:30]=[CH:31][C:22]([OH:21])=[CH:23][CH:24]=2)[CH2:19][CH2:18][CH2:17][CH2:16][CH2:15]1. The catalyst class is: 5. (4) Reactant: [BH4-].[Na+].[CH3:3][CH:4]([CH3:19])[CH2:5][CH2:6][C:7]([C:9]1[CH:14]=[CH:13][C:12]([C:15]([F:18])([F:17])[F:16])=[CH:11][CH:10]=1)=[O:8]. Product: [CH3:3][CH:4]([CH3:19])[CH2:5][CH2:6][CH:7]([C:9]1[CH:10]=[CH:11][C:12]([C:15]([F:16])([F:17])[F:18])=[CH:13][CH:14]=1)[OH:8]. The catalyst class is: 14. (5) Reactant: [CH3:1][C:2]1[CH:28]=[C:27]([CH3:29])[CH:26]=[CH:25][C:3]=1[CH2:4][N:5]1[C:13]([C:14]2[CH:19]=[CH:18][C:17]([F:20])=[CH:16][CH:15]=2)=[C:12]2[C:7]([C:8]([C:21]([O:23]C)=[O:22])=[CH:9][CH:10]=[CH:11]2)=[N:6]1.[OH-].[Na+].Cl. Product: [CH3:1][C:2]1[CH:28]=[C:27]([CH3:29])[CH:26]=[CH:25][C:3]=1[CH2:4][N:5]1[C:13]([C:14]2[CH:19]=[CH:18][C:17]([F:20])=[CH:16][CH:15]=2)=[C:12]2[C:7]([C:8]([C:21]([OH:23])=[O:22])=[CH:9][CH:10]=[CH:11]2)=[N:6]1. The catalyst class is: 5.